Dataset: Full USPTO retrosynthesis dataset with 1.9M reactions from patents (1976-2016). Task: Predict the reactants needed to synthesize the given product. (1) Given the product [CH3:21][CH2:20][O:19][C:17]([CH:16]1[N:12]([C:7]2[N:8]=[CH:9][CH:10]=[CH:11][C:6]=2[Cl:5])[NH:13][C:14](=[O:22])[CH2:15]1)=[O:18], predict the reactants needed to synthesize it. The reactants are: [O-]CC.[Na+].[Cl:5][C:6]1[C:7]([NH:12][NH2:13])=[N:8][CH:9]=[CH:10][CH:11]=1.[C:14](OCC)(=[O:22])/[CH:15]=[CH:16]\[C:17]([O:19][CH2:20][CH3:21])=[O:18].C(O)(=O)C. (2) Given the product [OH:7][C:8]1[CH:13]=[C:12]([CH2:14][CH2:15][S:38][C:35]2[CH:36]=[CH:37][C:32]([I:31])=[CH:33][CH:34]=2)[O:11][C:10](=[O:21])[C:9]=1[C:22]1[C:23]([CH3:30])=[CH:24][C:25]([CH3:29])=[CH:26][C:27]=1[CH3:28], predict the reactants needed to synthesize it. The reactants are: C([O:7][C:8]1[CH:13]=[C:12]([CH2:14][CH2:15]OS(C)(=O)=O)[O:11][C:10](=[O:21])[C:9]=1[C:22]1[C:27]([CH3:28])=[CH:26][C:25]([CH3:29])=[CH:24][C:23]=1[CH3:30])(=O)C(C)(C)C.[I:31][C:32]1[CH:37]=[CH:36][C:35]([SH:38])=[CH:34][CH:33]=1.C([O-])([O-])=O.[K+].[K+].Cl. (3) Given the product [C:1]([C:5]1[C:6]([N+:18]([O-:20])=[O:19])=[CH:7][C:8]2[O:14][C:12](=[O:13])[C:11]([CH3:16])([CH3:15])[C:9]=2[CH:10]=1)([CH3:4])([CH3:3])[CH3:2], predict the reactants needed to synthesize it. The reactants are: [C:1]([C:5]1[C:6]([N+:18]([O-:20])=[O:19])=[CH:7][C:8](O)=[C:9]([C:11]([CH3:16])([CH3:15])[C:12]([OH:14])=[O:13])[CH:10]=1)([CH3:4])([CH3:3])[CH3:2].CCN=C=NCCCN(C)C.